This data is from Catalyst prediction with 721,799 reactions and 888 catalyst types from USPTO. The task is: Predict which catalyst facilitates the given reaction. (1) Reactant: [F:1][C:2]([F:11])([F:10])[C:3]1[CH:4]=[C:5]([CH:7]=[CH:8][CH:9]=1)[NH2:6].CCN(C(C)C)C(C)C.[Br:21][CH2:22][C:23](Cl)=[O:24]. Product: [Br:21][CH2:22][C:23]([NH:6][C:5]1[CH:7]=[CH:8][CH:9]=[C:3]([C:2]([F:10])([F:11])[F:1])[CH:4]=1)=[O:24]. The catalyst class is: 4. (2) Reactant: BrC1C=C(CC(=O)C(NC([C:15]2[O:19][N:18]=[C:17]([C:20]3[CH:25]=[CH:24][C:23]([O:26][C:27]([F:30])([F:29])[F:28])=[CH:22][CH:21]=3)[N:16]=2)=O)C)C=CC=1. Product: [F:30][C:27]([F:28])([F:29])[O:26][C:23]1[CH:22]=[CH:21][C:20]([C:17]2[N:16]=[CH:15][O:19][N:18]=2)=[CH:25][CH:24]=1. The catalyst class is: 265. (3) Reactant: Cl.[F:2][C:3]1[CH:4]=[C:5]([CH:43]=[CH:44][CH:45]=1)[CH2:6][N:7]1[CH:11]=[C:10]([C:12]2[C:20]3[C:15](=[N:16][CH:17]=[C:18]([C:21]4[CH:26]=[CH:25][C:24]([CH:27]5[CH2:32][CH2:31][NH:30][CH2:29][CH2:28]5)=[CH:23][CH:22]=4)[CH:19]=3)[N:14](S(C3C=CC(C)=CC=3)(=O)=O)[CH:13]=2)[CH:9]=[N:8]1.[OH-].[Li+]. Product: [F:2][C:3]1[CH:4]=[C:5]([CH:43]=[CH:44][CH:45]=1)[CH2:6][N:7]1[CH:11]=[C:10]([C:12]2[C:20]3[C:15](=[N:16][CH:17]=[C:18]([C:21]4[CH:22]=[CH:23][C:24]([CH:27]5[CH2:32][CH2:31][NH:30][CH2:29][CH2:28]5)=[CH:25][CH:26]=4)[CH:19]=3)[NH:14][CH:13]=2)[CH:9]=[N:8]1. The catalyst class is: 87.